Dataset: Full USPTO retrosynthesis dataset with 1.9M reactions from patents (1976-2016). Task: Predict the reactants needed to synthesize the given product. (1) Given the product [I:12][C:7]1[CH:8]=[C:3]([C:2]([F:1])([F:10])[F:11])[C:4]([OH:9])=[N:5][CH:6]=1, predict the reactants needed to synthesize it. The reactants are: [F:1][C:2]([F:11])([F:10])[C:3]1[C:4]([OH:9])=[N:5][CH:6]=[CH:7][CH:8]=1.[I:12]N1C(=O)CCC1=O.C([O-])(O)=O.[Na+]. (2) Given the product [C:15]([O:14][C:12](=[O:13])[NH:4][C:3]1[CH:5]=[C:6]([F:9])[CH:7]=[CH:8][C:2]=1[Br:1])([CH3:18])([CH3:17])[CH3:16], predict the reactants needed to synthesize it. The reactants are: [Br:1][C:2]1[CH:8]=[CH:7][C:6]([F:9])=[CH:5][C:3]=1[NH2:4].[H-].[Na+].[C:12](O[C:12]([O:14][C:15]([CH3:18])([CH3:17])[CH3:16])=[O:13])([O:14][C:15]([CH3:18])([CH3:17])[CH3:16])=[O:13]. (3) Given the product [NH2:48][C:34]1[CH:35]=[CH:36][C:37]([CH:40]2[CH2:41][CH2:42][C:43]3([CH2:10][CH2:9][CH:8]([CH2:50][C:49]([O:52][CH3:53])=[O:51])[CH2:7][CH2:6]3)[CH2:44][CH2:45]2)=[CH:38][CH:39]=1, predict the reactants needed to synthesize it. The reactants are: [Cl-].COC[P+]([C:8]1[CH:9]=[CH:10]C=[CH:6][CH:7]=1)([C:8]1[CH:9]=[CH:10]C=[CH:6][CH:7]=1)[C:6]1C=[CH:10][CH:9]=[CH:8][CH:7]=1.[H-].[Na+].C(O[C:34]1[CH:39]=[CH:38][C:37]([CH:40]2[CH2:45][CH2:44][C:43](=O)[CH2:42][CH2:41]2)=[CH:36][CH:35]=1)C1C=CC=CC=1.[Cl-].[NH4+:48].[C:49]([O:52][CH2:53]C)(=[O:51])[CH3:50]. (4) Given the product [CH2:20]([C:16]1[N:17]([CH3:19])[N:18]=[C:13]2[C:12](=[O:22])[NH:11][C:10]([C:9]3[C:4]([O:48][C@H:45]([CH3:44])[CH2:46][CH3:47])=[N:5][CH:6]=[C:7]([S:23]([N:26]4[CH2:27][CH2:28][N:29]([CH2:32][CH3:33])[CH2:30][CH2:31]4)(=[O:25])=[O:24])[CH:8]=3)=[N:15][C:14]=12)[CH3:21], predict the reactants needed to synthesize it. The reactants are: C(O[C:4]1[C:9]([C:10]2[NH:11][C:12](=[O:22])[C:13]3[C:14](=[C:16]([CH2:20][CH3:21])[N:17]([CH3:19])[N:18]=3)[N:15]=2)=[CH:8][C:7]([S:23]([N:26]2[CH2:31][CH2:30][N:29]([CH2:32][CH3:33])[CH2:28][CH2:27]2)(=[O:25])=[O:24])=[CH:6][N:5]=1)C.C[Si]([N-][Si](C)(C)C)(C)C.[K+].[CH3:44][C@@H:45]([OH:48])[CH2:46][CH3:47]. (5) Given the product [CH2:24]([O:31][C:32](=[O:39])[NH:33][CH:34]1[CH2:37][CH:36]([N:21]([CH2:20][C@@H:7]2[C@@H:5]3[C@@H:4]([O:3][C:2]([CH3:23])([CH3:1])[O:6]3)[C@H:9]([N:10]3[CH:18]=[N:17][C:16]4[C:11]3=[N:12][CH:13]=[N:14][C:15]=4[NH2:19])[O:8]2)[CH3:22])[CH2:35]1)[C:25]1[CH:30]=[CH:29][CH:28]=[CH:27][CH:26]=1, predict the reactants needed to synthesize it. The reactants are: [CH3:1][C:2]1([CH3:23])[O:6][C@@H:5]2[C@@H:7]([CH2:20][NH:21][CH3:22])[O:8][C@@H:9]([N:10]3[CH:18]=[N:17][C:16]4[C:11]3=[N:12][CH:13]=[N:14][C:15]=4[NH2:19])[C@@H:4]2[O:3]1.[CH2:24]([O:31][C:32](=[O:39])[NH:33][CH:34]1[CH2:37][C:36](=O)[CH2:35]1)[C:25]1[CH:30]=[CH:29][CH:28]=[CH:27][CH:26]=1.[BH3-]C#N.[Na+]. (6) The reactants are: [CH3:1][N:2]([CH3:10])[CH2:3][CH2:4][CH2:5][CH2:6][CH2:7][CH2:8][NH2:9].[C:11]([C:13]1[C:21]2[C:16](=[CH:17][CH:18]=[C:19]([CH2:22][CH2:23][NH:24][C:25](=[O:39])[C:26]3[CH:31]=[CH:30][C:29]([C:32]4[CH:37]=[CH:36][N:35]=[C:34](Cl)[N:33]=4)=[CH:28][CH:27]=3)[CH:20]=2)[NH:15][CH:14]=1)#[N:12]. Given the product [C:11]([C:13]1[C:21]2[C:16](=[CH:17][CH:18]=[C:19]([CH2:22][CH2:23][NH:24][C:25](=[O:39])[C:26]3[CH:31]=[CH:30][C:29]([C:32]4[CH:37]=[CH:36][N:35]=[C:34]([NH:9][CH2:8][CH2:7][CH2:6][CH2:5][CH2:4][CH2:3][N:2]([CH3:10])[CH3:1])[N:33]=4)=[CH:28][CH:27]=3)[CH:20]=2)[NH:15][CH:14]=1)#[N:12], predict the reactants needed to synthesize it. (7) Given the product [C:44]([O:48][C:24](=[O:33])[NH:21][C:10]1[C:14]([F:18])=[CH:15][CH:16]=[CH:17][C:9]=1[O:8][CH2:1][C:2]1[CH:3]=[CH:4][CH:5]=[CH:6][CH:7]=1)([CH3:47])([CH3:46])[CH3:45], predict the reactants needed to synthesize it. The reactants are: [CH2:1]([O:8][C:9]1[CH:17]=[CH:16][CH:15]=[C:14]([F:18])[C:10]=1C(O)=O)[C:2]1[CH:7]=[CH:6][CH:5]=[CH:4][CH:3]=1.C([N:21]([CH2:24]C)CC)C.C1C=CC(P(N=[N+]=[N-])(C2C=CC=CC=2)=[O:33])=CC=1.O.[C:44]([OH:48])([CH3:47])([CH3:46])[CH3:45].C1(C)C=CC=CC=1. (8) Given the product [Cl:9][C:10]1[N:19]=[C:18]([NH:4][C:3]2[CH:5]=[CH:6][CH:7]=[CH:8][C:2]=2[F:1])[C:17]2[C:12](=[CH:13][CH:14]=[CH:15][CH:16]=2)[N:11]=1, predict the reactants needed to synthesize it. The reactants are: [F:1][C:2]1[CH:8]=[CH:7][CH:6]=[CH:5][C:3]=1[NH2:4].[Cl:9][C:10]1[N:19]=[C:18](Cl)[C:17]2[C:12](=[CH:13][CH:14]=[CH:15][CH:16]=2)[N:11]=1.CN(C)C=O.C(=O)([O-])[O-].[K+].[K+].